This data is from NCI-60 drug combinations with 297,098 pairs across 59 cell lines. The task is: Regression. Given two drug SMILES strings and cell line genomic features, predict the synergy score measuring deviation from expected non-interaction effect. (1) Drug 1: C1CC(=O)NC(=O)C1N2CC3=C(C2=O)C=CC=C3N. Drug 2: CC(C1=C(C=CC(=C1Cl)F)Cl)OC2=C(N=CC(=C2)C3=CN(N=C3)C4CCNCC4)N. Cell line: LOX IMVI. Synergy scores: CSS=11.7, Synergy_ZIP=-4.03, Synergy_Bliss=-4.26, Synergy_Loewe=-1.44, Synergy_HSA=-1.40. (2) Drug 1: CN(C(=O)NC(C=O)C(C(C(CO)O)O)O)N=O. Drug 2: CCC1(C2=C(COC1=O)C(=O)N3CC4=CC5=C(C=CC(=C5CN(C)C)O)N=C4C3=C2)O.Cl. Cell line: UACC-257. Synergy scores: CSS=0.973, Synergy_ZIP=-3.43, Synergy_Bliss=-7.68, Synergy_Loewe=-20.8, Synergy_HSA=-7.81. (3) Drug 1: CC1C(C(CC(O1)OC2CC(OC(C2O)C)OC3=CC4=CC5=C(C(=O)C(C(C5)C(C(=O)C(C(C)O)O)OC)OC6CC(C(C(O6)C)O)OC7CC(C(C(O7)C)O)OC8CC(C(C(O8)C)O)(C)O)C(=C4C(=C3C)O)O)O)O. Drug 2: B(C(CC(C)C)NC(=O)C(CC1=CC=CC=C1)NC(=O)C2=NC=CN=C2)(O)O. Cell line: NCI-H522. Synergy scores: CSS=67.2, Synergy_ZIP=-0.684, Synergy_Bliss=-0.919, Synergy_Loewe=-7.25, Synergy_HSA=-0.419. (4) Drug 1: C1=CN(C(=O)N=C1N)C2C(C(C(O2)CO)O)O.Cl. Drug 2: C(CCl)NC(=O)N(CCCl)N=O. Cell line: M14. Synergy scores: CSS=49.7, Synergy_ZIP=-1.83, Synergy_Bliss=-1.19, Synergy_Loewe=-28.4, Synergy_HSA=0.969. (5) Drug 1: CCCCCOC(=O)NC1=NC(=O)N(C=C1F)C2C(C(C(O2)C)O)O. Drug 2: C(CC(=O)O)C(=O)CN.Cl. Cell line: CCRF-CEM. Synergy scores: CSS=4.07, Synergy_ZIP=-2.44, Synergy_Bliss=5.37, Synergy_Loewe=-4.22, Synergy_HSA=-1.29. (6) Drug 1: CCCS(=O)(=O)NC1=C(C(=C(C=C1)F)C(=O)C2=CNC3=C2C=C(C=N3)C4=CC=C(C=C4)Cl)F. Drug 2: C1CN(P(=O)(OC1)NCCCl)CCCl. Cell line: UACC62. Synergy scores: CSS=32.0, Synergy_ZIP=-0.668, Synergy_Bliss=-2.24, Synergy_Loewe=-35.7, Synergy_HSA=-2.07. (7) Drug 1: C(=O)(N)NO. Drug 2: CC12CCC3C(C1CCC2O)C(CC4=C3C=CC(=C4)O)CCCCCCCCCS(=O)CCCC(C(F)(F)F)(F)F. Cell line: HOP-62. Synergy scores: CSS=-15.8, Synergy_ZIP=3.67, Synergy_Bliss=-8.18, Synergy_Loewe=-16.2, Synergy_HSA=-19.3.